Dataset: Catalyst prediction with 721,799 reactions and 888 catalyst types from USPTO. Task: Predict which catalyst facilitates the given reaction. (1) Reactant: [C:1]1([C:22]2[CH:27]=[CH:26][CH:25]=[CH:24][CH:23]=2)[CH:6]=[CH:5][CH:4]=[CH:3][C:2]=1[NH:7][C:8]([O:10]C1CCN(CCC(O)=O)CC1)=[O:9].NCCCCCN(CC1C=CC=CC=1)C[C@@H](C1C=CC(OCC2C=CC=CC=2)=C2C=1C=CC(=O)N2)O[Si](C(C)(C)C)(C)C.C(N(C(C)C)CC)(C)C.C1CN([P+](ON2N=NC3C=CC=CC2=3)(N2CCCC2)N2CCCC2)CC1.F[P-](F)(F)(F)(F)F.Cl. Product: [C:1]1([C:22]2[CH:27]=[CH:26][CH:25]=[CH:24][CH:23]=2)[CH:6]=[CH:5][CH:4]=[CH:3][C:2]=1[NH:7][C:8](=[O:9])[OH:10]. The catalyst class is: 145. (2) Reactant: [CH3:1][S:2]([C:5]1[CH:10]=[CH:9][C:8]([O:11][CH:12]2[CH2:17][CH2:16][N:15](C(OC(C)(C)C)=O)[CH2:14][CH2:13]2)=[CH:7][CH:6]=1)(=[O:4])=[O:3].[ClH:25]. Product: [ClH:25].[CH3:1][S:2]([C:5]1[CH:10]=[CH:9][C:8]([O:11][CH:12]2[CH2:17][CH2:16][NH:15][CH2:14][CH2:13]2)=[CH:7][CH:6]=1)(=[O:4])=[O:3]. The catalyst class is: 12.